From a dataset of Reaction yield outcomes from USPTO patents with 853,638 reactions. Predict the reaction yield, written as a fraction of the theoretical maximum amount of product (1.0 means a 100% yield; for example, 0.34 means a 34% yield). (1) The reactants are [Br:1][CH2:2][CH2:3][CH2:4][CH2:5][CH2:6][CH2:7][C:8]1([CH2:30][CH2:31][CH2:32][CH2:33][CH2:34][CH2:35][Br:36])[C:20]2[CH:19]=[CH:18][CH:17]=[CH:16][C:15]=2[C:14]2[C:9]1=[CH:10][C:11](B1OC(C)(C)C(C)(C)O1)=[CH:12][CH:13]=2.Br[C:38]1[CH:43]=[CH:42][C:41](Br)=[CH:40][CH:39]=1.C(=O)([O-])[O-].[K+].[K+].[C:51]1([CH3:57])[CH:56]=[CH:55][CH:54]=[CH:53][CH:52]=1. The catalyst is C1C=CC([P]([Pd]([P](C2C=CC=CC=2)(C2C=CC=CC=2)C2C=CC=CC=2)([P](C2C=CC=CC=2)(C2C=CC=CC=2)C2C=CC=CC=2)[P](C2C=CC=CC=2)(C2C=CC=CC=2)C2C=CC=CC=2)(C2C=CC=CC=2)C2C=CC=CC=2)=CC=1.O. The product is [Br:36][CH2:35][CH2:34][CH2:33][CH2:32][CH2:31][CH2:30][C:8]1([CH2:7][CH2:6][CH2:5][CH2:4][CH2:3][CH2:2][Br:1])[C:9]2[CH:10]=[C:11]([C:38]3[CH:43]=[CH:42][C:41]([C:54]4[CH:55]=[C:56]5[C:51]([C:57]6[CH:13]=[CH:12][CH:11]=[CH:10][C:9]=6[C:8]5([CH2:7][CH2:6][CH2:5][CH2:4][CH2:3][CH2:2][Br:1])[CH2:30][CH2:31][CH2:32][CH2:33][CH2:34][CH2:35][Br:36])=[CH:52][CH:53]=4)=[CH:40][CH:39]=3)[CH:12]=[CH:13][C:14]=2[C:15]2[C:20]1=[CH:19][CH:18]=[CH:17][CH:16]=2. The yield is 0.900. (2) The reactants are C(N(CC)CC)C.Cl.[NH2:9][C:10]1[C:19]([CH3:20])=[CH:18][C:13]([C:14]([O:16][CH3:17])=[O:15])=[C:12]([CH3:21])[CH:11]=1.[C:22](Cl)(=[O:24])[CH3:23].C(=O)([O-])O.[Na+]. The catalyst is ClCCl. The product is [C:22]([NH:9][C:10]1[C:19]([CH3:20])=[CH:18][C:13]([C:14]([O:16][CH3:17])=[O:15])=[C:12]([CH3:21])[CH:11]=1)(=[O:24])[CH3:23]. The yield is 0.990. (3) The reactants are [H-].C([Al+]CC(C)C)C(C)C.C([O:13][C:14]([C:16]1[C:20]([S:21][CH2:22][C:23]2[CH:28]=[CH:27][CH:26]=[CH:25][CH:24]=2)=[C:19]([N+:29]([O-:31])=[O:30])[S:18][CH:17]=1)=O)C.O.C(O)(=O)[C@@H]([C@H](C(O)=O)O)O. The catalyst is ClCCl. The product is [CH2:22]([S:21][C:20]1[C:16]([CH2:14][OH:13])=[CH:17][S:18][C:19]=1[N+:29]([O-:31])=[O:30])[C:23]1[CH:28]=[CH:27][CH:26]=[CH:25][CH:24]=1. The yield is 0.530. (4) The reactants are Cl[S:2]([C:5]1[CH:6]=[C:7]2[C:11](=[CH:12][CH:13]=1)[NH:10][C:9](=[O:14])[CH2:8]2)(=[O:4])=[O:3].[CH2:15]([NH2:22])[C:16]1[CH:21]=[CH:20][CH:19]=[CH:18][CH:17]=1.N1C=CC=CC=1.Cl. The catalyst is ClCCl.C(OCC)(=O)C. The product is [CH2:15]([NH:22][S:2]([C:5]1[CH:6]=[C:7]2[C:11](=[CH:12][CH:13]=1)[NH:10][C:9](=[O:14])[CH2:8]2)(=[O:4])=[O:3])[C:16]1[CH:21]=[CH:20][CH:19]=[CH:18][CH:17]=1. The yield is 0.660.